Dataset: Forward reaction prediction with 1.9M reactions from USPTO patents (1976-2016). Task: Predict the product of the given reaction. The product is: [O:50]=[C:49]([N:51]1[CH2:52][CH2:53][N:54]([C:57](=[O:68])[C:58]2[CH:63]=[CH:62][CH:61]=[CH:60][C:59]=2[C:64]([F:67])([F:66])[F:65])[CH2:55][CH2:56]1)[CH2:48][NH:47][C:20](=[O:22])[C:19]1[CH:18]=[CH:17][C:16]([C:11]2[N:10]=[CH:15][CH:14]=[CH:13][N:12]=2)=[CH:24][CH:23]=1. Given the reactants CCN(C(C)C)C(C)C.[N:10]1[CH:15]=[CH:14][CH:13]=[N:12][C:11]=1[C:16]1[CH:24]=[CH:23][C:19]([C:20]([OH:22])=O)=[CH:18][CH:17]=1.C1C=CC2N(O)N=NC=2C=1.CCN=C=NCCCN(C)C.Cl.[NH2:47][CH2:48][C:49]([N:51]1[CH2:56][CH2:55][N:54]([C:57](=[O:68])[C:58]2[CH:63]=[CH:62][CH:61]=[CH:60][C:59]=2[C:64]([F:67])([F:66])[F:65])[CH2:53][CH2:52]1)=[O:50], predict the reaction product.